From a dataset of Full USPTO retrosynthesis dataset with 1.9M reactions from patents (1976-2016). Predict the reactants needed to synthesize the given product. (1) Given the product [F:1][C:2]1[CH:28]=[CH:27][C:5]([CH2:6][N:7]2[C:11]3[C:12](=[O:22])[N:13]([CH3:21])[C:14]([C:17]([O:19][CH3:20])=[O:18])=[C:15]([C:60]4[CH:61]=[CH:62][C:57]([CH3:56])=[CH:58][CH:59]=4)[C:10]=3[C:9]3[CH2:23][O:24][CH2:25][CH2:26][C:8]2=3)=[CH:4][CH:3]=1, predict the reactants needed to synthesize it. The reactants are: [F:1][C:2]1[CH:28]=[CH:27][C:5]([CH2:6][N:7]2[C:11]3[C:12](=[O:22])[N:13]([CH3:21])[C:14]([C:17]([O:19][CH3:20])=[O:18])=[C:15](O)[C:10]=3[C:9]3[CH2:23][O:24][CH2:25][CH2:26][C:8]2=3)=[CH:4][CH:3]=1.CCN(CC)CC.O(S(C(F)(F)F)(=O)=O)S(C(F)(F)F)(=O)=O.C([O-])(O)=O.[Na+].[CH3:56][C:57]1[CH:62]=[CH:61][C:60](B(O)O)=[CH:59][CH:58]=1.C([O-])([O-])=O.[Na+].[Na+].[NH4+].[Cl-]. (2) Given the product [Br:1][C:2]1[CH:7]=[CH:6][CH:5]=[CH:4][C:3]=1[C@@H:8]([NH:10][C:16](=[O:17])[C:15]([F:26])([F:25])[F:14])[CH3:9], predict the reactants needed to synthesize it. The reactants are: [Br:1][C:2]1[CH:7]=[CH:6][CH:5]=[CH:4][C:3]=1[C@@H:8]([NH2:10])[CH3:9].ClCCl.[F:14][C:15]([F:26])([F:25])[C:16](O[C:16](=[O:17])[C:15]([F:26])([F:25])[F:14])=[O:17].C(O)(=O)CC(CC(O)=O)(C(O)=O)O. (3) Given the product [O:1]=[C:2]1[CH2:7][CH2:6][CH2:5][CH:4]([NH:8][C:9]([C:11]2[C:19]3[C:14](=[N:15][CH:16]=[C:17]([C:20]4[C:28]5[C:23](=[CH:24][C:25]([Cl:29])=[CH:26][CH:27]=5)[N:22]([CH3:30])[N:21]=4)[N:18]=3)[NH:13][CH:12]=2)=[O:10])[CH2:3]1, predict the reactants needed to synthesize it. The reactants are: [OH:1][CH:2]1[CH2:7][CH2:6][CH2:5][CH:4]([NH:8][C:9]([C:11]2[C:19]3[C:14](=[N:15][CH:16]=[C:17]([C:20]4[C:28]5[C:23](=[CH:24][C:25]([Cl:29])=[CH:26][CH:27]=5)[N:22]([CH3:30])[N:21]=4)[N:18]=3)[NH:13][CH:12]=2)=[O:10])[CH2:3]1.ClCCl.CC(OI1(OC(C)=O)(OC(C)=O)OC(=O)C2C=CC=CC1=2)=O.CN(C=O)C.